Dataset: Forward reaction prediction with 1.9M reactions from USPTO patents (1976-2016). Task: Predict the product of the given reaction. (1) Given the reactants [O-:1][C:2]1[CH:7]=[CH:6][CH:5]=[CH:4][CH:3]=1.[Li+].[Cl-:9].[Cl-].[Cl-].[C:12]1([Si:18]([C:35]2[CH:40]=[CH:39][CH:38]=[CH:37][CH:36]=2)([C:29]2[CH:34]=[CH:33][CH:32]=[CH:31][CH:30]=2)[C:19]2([Ti+3:28])[C:23]([CH3:24])=[C:22]([CH3:25])[C:21]([CH3:26])=[C:20]2[CH3:27])[CH:17]=[CH:16][CH:15]=[CH:14][CH:13]=1, predict the reaction product. The product is: [O-:1][C:2]1[CH:7]=[CH:6][CH:5]=[CH:4][CH:3]=1.[O-:1][C:2]1[CH:7]=[CH:6][CH:5]=[CH:4][CH:3]=1.[C:12]1([Si:18]([C:35]2[CH:40]=[CH:39][CH:38]=[CH:37][CH:36]=2)([C:29]2[CH:30]=[CH:31][CH:32]=[CH:33][CH:34]=2)[C:19]2([Ti+2:28][Cl:9])[C:23]([CH3:24])=[C:22]([CH3:25])[C:21]([CH3:26])=[C:20]2[CH3:27])[CH:13]=[CH:14][CH:15]=[CH:16][CH:17]=1. (2) Given the reactants Cl.[CH3:2][N:3]([CH3:16])[C:4]1[CH:9]=[CH:8][C:7]([C@@H:10]2[O:15][CH2:14][CH2:13][NH:12][CH2:11]2)=[CH:6][CH:5]=1.Cl[C:18]1[N:19]([CH3:32])[C:20](=[O:31])[CH:21]=[C:22]([C:24]2[CH:29]=[CH:28][N:27]=[CH:26][C:25]=2[F:30])[N:23]=1.C(N(CC)CC)C, predict the reaction product. The product is: [CH3:2][N:3]([CH3:16])[C:4]1[CH:5]=[CH:6][C:7]([C@@H:10]2[O:15][CH2:14][CH2:13][N:12]([C:18]3[N:19]([CH3:32])[C:20](=[O:31])[CH:21]=[C:22]([C:24]4[CH:29]=[CH:28][N:27]=[CH:26][C:25]=4[F:30])[N:23]=3)[CH2:11]2)=[CH:8][CH:9]=1. (3) The product is: [Cl:1][C:2]1[CH:19]=[CH:18][CH:17]=[CH:16][C:3]=1[CH:4]=[CH:5][C:6]1[CH:15]=[CH:14][C:9]([C:10]([OH:12])=[O:11])=[CH:8][CH:7]=1. Given the reactants [Cl:1][C:2]1[CH:19]=[CH:18][CH:17]=[CH:16][C:3]=1[CH:4]=[CH:5][C:6]1[CH:15]=[CH:14][C:9]([C:10]([O:12]C)=[O:11])=[CH:8][CH:7]=1.[OH-].[Na+], predict the reaction product. (4) Given the reactants [CH3:1][O:2][C:3]1[CH:4]=[C:5]2[C:10](=[CH:11][CH:12]=1)[C:9]([O:13][C:14]1[CH:19]=[CH:18][C:17](/[CH:20]=[CH:21]/[C:22]([O:24]CC)=[O:23])=[CH:16][CH:15]=1)=[C:8]([C:27]1[CH:32]=[CH:31][CH:30]=[CH:29][CH:28]=1)[C:7]([CH2:33][CH:34]([CH3:36])[CH3:35])=[CH:6]2.[OH-].[Na+], predict the reaction product. The product is: [CH3:1][O:2][C:3]1[CH:4]=[C:5]2[C:10](=[CH:11][CH:12]=1)[C:9]([O:13][C:14]1[CH:15]=[CH:16][C:17](/[CH:20]=[CH:21]/[C:22]([OH:24])=[O:23])=[CH:18][CH:19]=1)=[C:8]([C:27]1[CH:32]=[CH:31][CH:30]=[CH:29][CH:28]=1)[C:7]([CH2:33][CH:34]([CH3:36])[CH3:35])=[CH:6]2. (5) Given the reactants [CH2:1]([O:3][C:4]([C:6]1[CH:7]=[N:8][N:9]([C:15]2[N:20]=[C:19]([C:21]3[CH:47]=[CH:46][CH:45]=[C:44]([F:48])[C:22]=3[O:23][CH2:24][C:25]3[CH:30]=[CH:29][C:28]([CH:31]4[CH2:36][CH2:35][N:34](C(OC(C)(C)C)=O)[CH2:33][CH2:32]4)=[CH:27][CH:26]=3)[CH:18]=[CH:17][CH:16]=2)[C:10]=1[C:11]([F:14])([F:13])[F:12])=[O:5])[CH3:2], predict the reaction product. The product is: [F:48][C:44]1[C:22]([O:23][CH2:24][C:25]2[CH:26]=[CH:27][C:28]([CH:31]3[CH2:36][CH2:35][NH:34][CH2:33][CH2:32]3)=[CH:29][CH:30]=2)=[C:21]([C:19]2[N:20]=[C:15]([N:9]3[C:10]([C:11]([F:13])([F:14])[F:12])=[C:6]([C:4]([O:3][CH2:1][CH3:2])=[O:5])[CH:7]=[N:8]3)[CH:16]=[CH:17][CH:18]=2)[CH:47]=[CH:46][CH:45]=1. (6) Given the reactants C([Li])CCC.[S:6]1[CH:10]=[CH:9][N:8]=[CH:7]1.[C:11]([O:15][C:16]([N:18]1[CH2:23][CH2:22][CH:21]([C:24](=[O:26])[CH3:25])[CH2:20][CH2:19]1)=[O:17])([CH3:14])([CH3:13])[CH3:12], predict the reaction product. The product is: [OH:26][C:24]([CH:21]1[CH2:20][CH2:19][N:18]([C:16]([O:15][C:11]([CH3:12])([CH3:14])[CH3:13])=[O:17])[CH2:23][CH2:22]1)([C:7]1[S:6][CH:10]=[CH:9][N:8]=1)[CH3:25]. (7) Given the reactants C(O)C.[Cl:4][C:5]1[CH:6]=[C:7]([NH:15][CH2:16][CH:17]([CH3:19])[CH3:18])[C:8]2[N:9]([C:11](I)=[CH:12][N:13]=2)[N:10]=1.[CH:20]1([NH:23][C:24]([C:26]2[CH:31]=[CH:30][C:29](B3OC(C)(C)C(C)(C)O3)=[CH:28][CH:27]=2)=[O:25])[CH2:22][CH2:21]1.C(=O)([O-])[O-].[Na+].[Na+], predict the reaction product. The product is: [Cl:4][C:5]1[CH:6]=[C:7]([NH:15][CH2:16][CH:17]([CH3:19])[CH3:18])[C:8]2[N:9]([C:11]([C:29]3[CH:30]=[CH:31][C:26]([C:24]([NH:23][CH:20]4[CH2:21][CH2:22]4)=[O:25])=[CH:27][CH:28]=3)=[CH:12][N:13]=2)[N:10]=1. (8) Given the reactants C([O:8][C:9]1[C:10](=[O:18])[CH:11]=[C:12]([CH:15]([F:17])[F:16])[O:13][CH:14]=1)C1C=CC=CC=1.B(Br)(Br)Br.CO, predict the reaction product. The product is: [F:17][CH:15]([F:16])[C:12]1[O:13][CH:14]=[C:9]([OH:8])[C:10](=[O:18])[CH:11]=1. (9) Given the reactants Cl[C:2]1[N:26]=[C:25]([CH3:27])[CH:24]=[CH:23][C:3]=1[C:4]([NH:6][C:7]1[CH:12]=[CH:11][C:10]([C:13](=[O:22])[CH2:14][CH2:15][C:16]2[CH:21]=[CH:20][CH:19]=[CH:18][N:17]=2)=[CH:9][CH:8]=1)=[O:5].[CH3:28][CH:29]1[CH2:34][CH2:33][NH:32][CH2:31][CH2:30]1.C(OCC)(=O)C.O, predict the reaction product. The product is: [CH3:27][C:25]1[CH:24]=[CH:23][C:3]([C:4]([NH:6][C:7]2[CH:12]=[CH:11][C:10]([C:13](=[O:22])[CH2:14][CH2:15][C:16]3[CH:21]=[CH:20][CH:19]=[CH:18][N:17]=3)=[CH:9][CH:8]=2)=[O:5])=[C:2]([N:32]2[CH2:33][CH2:34][CH:29]([CH3:28])[CH2:30][CH2:31]2)[N:26]=1.